Dataset: NCI-60 drug combinations with 297,098 pairs across 59 cell lines. Task: Regression. Given two drug SMILES strings and cell line genomic features, predict the synergy score measuring deviation from expected non-interaction effect. Drug 1: CCC1(CC2CC(C3=C(CCN(C2)C1)C4=CC=CC=C4N3)(C5=C(C=C6C(=C5)C78CCN9C7C(C=CC9)(C(C(C8N6C)(C(=O)OC)O)OC(=O)C)CC)OC)C(=O)OC)O.OS(=O)(=O)O. Drug 2: CC1C(C(CC(O1)OC2CC(CC3=C2C(=C4C(=C3O)C(=O)C5=C(C4=O)C(=CC=C5)OC)O)(C(=O)CO)O)N)O.Cl. Cell line: HCT-15. Synergy scores: CSS=35.1, Synergy_ZIP=0.226, Synergy_Bliss=2.56, Synergy_Loewe=4.69, Synergy_HSA=4.98.